This data is from NCI-60 drug combinations with 297,098 pairs across 59 cell lines. The task is: Regression. Given two drug SMILES strings and cell line genomic features, predict the synergy score measuring deviation from expected non-interaction effect. (1) Drug 1: CC1=C(C=C(C=C1)C(=O)NC2=CC(=CC(=C2)C(F)(F)F)N3C=C(N=C3)C)NC4=NC=CC(=N4)C5=CN=CC=C5. Drug 2: CC12CCC3C(C1CCC2OP(=O)(O)O)CCC4=C3C=CC(=C4)OC(=O)N(CCCl)CCCl.[Na+]. Cell line: A549. Synergy scores: CSS=7.44, Synergy_ZIP=1.69, Synergy_Bliss=-1.23, Synergy_Loewe=-5.98, Synergy_HSA=-5.70. (2) Drug 1: CN1C2=C(C=C(C=C2)N(CCCl)CCCl)N=C1CCCC(=O)O.Cl. Drug 2: C1CN(CCN1C(=O)CCBr)C(=O)CCBr. Cell line: U251. Synergy scores: CSS=45.3, Synergy_ZIP=1.04, Synergy_Bliss=3.14, Synergy_Loewe=-7.50, Synergy_HSA=3.56. (3) Drug 2: C(=O)(N)NO. Cell line: OVCAR3. Synergy scores: CSS=25.9, Synergy_ZIP=4.06, Synergy_Bliss=5.81, Synergy_Loewe=-34.1, Synergy_HSA=1.98. Drug 1: CC1=C(C(=CC=C1)Cl)NC(=O)C2=CN=C(S2)NC3=CC(=NC(=N3)C)N4CCN(CC4)CCO. (4) Drug 1: CCC1=CC2CC(C3=C(CN(C2)C1)C4=CC=CC=C4N3)(C5=C(C=C6C(=C5)C78CCN9C7C(C=CC9)(C(C(C8N6C)(C(=O)OC)O)OC(=O)C)CC)OC)C(=O)OC.C(C(C(=O)O)O)(C(=O)O)O. Drug 2: C1C(C(OC1N2C=NC(=NC2=O)N)CO)O. Cell line: HS 578T. Synergy scores: CSS=57.2, Synergy_ZIP=0.749, Synergy_Bliss=-0.243, Synergy_Loewe=-13.4, Synergy_HSA=0.646. (5) Drug 1: COC1=CC(=CC(=C1O)OC)C2C3C(COC3=O)C(C4=CC5=C(C=C24)OCO5)OC6C(C(C7C(O6)COC(O7)C8=CC=CS8)O)O. Drug 2: C1CCC(C(C1)N)N.C(=O)(C(=O)[O-])[O-].[Pt+4]. Cell line: HCT-15. Synergy scores: CSS=56.1, Synergy_ZIP=-1.15, Synergy_Bliss=2.48, Synergy_Loewe=-14.2, Synergy_HSA=3.06. (6) Synergy scores: CSS=12.8, Synergy_ZIP=-5.52, Synergy_Bliss=0.615, Synergy_Loewe=-10.1, Synergy_HSA=-0.996. Cell line: M14. Drug 1: C1=CN(C=N1)CC(O)(P(=O)(O)O)P(=O)(O)O. Drug 2: C1CN1C2=NC(=NC(=N2)N3CC3)N4CC4. (7) Drug 1: C1=NC2=C(N=C(N=C2N1C3C(C(C(O3)CO)O)O)F)N. Drug 2: CCC1(CC2CC(C3=C(CCN(C2)C1)C4=CC=CC=C4N3)(C5=C(C=C6C(=C5)C78CCN9C7C(C=CC9)(C(C(C8N6C)(C(=O)OC)O)OC(=O)C)CC)OC)C(=O)OC)O.OS(=O)(=O)O. Cell line: MALME-3M. Synergy scores: CSS=6.68, Synergy_ZIP=-5.96, Synergy_Bliss=-5.71, Synergy_Loewe=-10.1, Synergy_HSA=-4.33.